The task is: Predict the reactants needed to synthesize the given product.. This data is from Retrosynthesis with 50K atom-mapped reactions and 10 reaction types from USPTO. (1) Given the product COc1ccc(CN(c2ccncn2)S(=O)(=O)c2c(F)cc(F)cc2F)c(OC)c1, predict the reactants needed to synthesize it. The reactants are: COc1ccc(CNc2ccncn2)c(OC)c1.O=S(=O)(Cl)c1c(F)cc(F)cc1F. (2) Given the product CCOC(=O)COc1ccc(Cn2cccn2)cc1, predict the reactants needed to synthesize it. The reactants are: CCOC(=O)CCl.Oc1ccc(Cn2cccn2)cc1. (3) Given the product CNC(=O)c1n[nH]c2ccc(C(=O)O)cc12, predict the reactants needed to synthesize it. The reactants are: CNC(=O)c1n[nH]c2ccc(C(=O)OC)cc12.